Dataset: CYP2C9 inhibition data for predicting drug metabolism from PubChem BioAssay. Task: Regression/Classification. Given a drug SMILES string, predict its absorption, distribution, metabolism, or excretion properties. Task type varies by dataset: regression for continuous measurements (e.g., permeability, clearance, half-life) or binary classification for categorical outcomes (e.g., BBB penetration, CYP inhibition). Dataset: cyp2c9_veith. The compound is O=C(N/N=C1/C[C@@H](O)[C@@H](O)[C@H]2[C@@H]1CC[C@@H]1C(=O)N(C3CCCCC3)C(=O)[C@H]12)OCc1ccccc1. The result is 0 (non-inhibitor).